Predict which catalyst facilitates the given reaction. From a dataset of Catalyst prediction with 721,799 reactions and 888 catalyst types from USPTO. (1) Reactant: O.NN.[CH2:4]([O:11][C:12]1[CH:17]=[CH:16][C:15]([C:18]2[O:22][C:21]([CH2:23][N:24]3C(=O)C4C(=CC=CC=4)C3=O)=[N:20][C:19]=2[C:35]2[CH:40]=[CH:39][C:38]([O:41][CH3:42])=[CH:37][CH:36]=2)=[CH:14][CH:13]=1)[C:5]1[CH:10]=[CH:9][CH:8]=[CH:7][CH:6]=1. Product: [CH2:4]([O:11][C:12]1[CH:13]=[CH:14][C:15]([C:18]2[O:22][C:21]([CH2:23][NH2:24])=[N:20][C:19]=2[C:35]2[CH:36]=[CH:37][C:38]([O:41][CH3:42])=[CH:39][CH:40]=2)=[CH:16][CH:17]=1)[C:5]1[CH:10]=[CH:9][CH:8]=[CH:7][CH:6]=1. The catalyst class is: 7. (2) Reactant: [C:1]([O:5][C:6]([N:8]1[C:16]2[C:11](=[CH:12][CH:13]=[C:14]([Cl:17])[CH:15]=2)[CH2:10][C:9]1=[O:18])=[O:7])([CH3:4])([CH3:3])[CH3:2].[C:19](=[O:22])([O-])[O-].[K+].[K+].C=O.[C:27]([O-])(O)=[O:28].[Na+]. Product: [C:1]([O:5][C:6]([N:8]1[C:16]2[C:11](=[CH:12][CH:13]=[C:14]([Cl:17])[CH:15]=2)[C:10]([CH2:19][OH:22])([CH2:27][OH:28])[C:9]1=[O:18])=[O:7])([CH3:4])([CH3:2])[CH3:3]. The catalyst class is: 1. (3) Reactant: [CH:1]([C:4]1[CH:5]=[C:6]([NH2:9])[NH:7][N:8]=1)([CH3:3])[CH3:2].[CH2:10]([O:12][C:13](=[O:24])[C:14](=[CH:20]OCC)[C:15](OCC)=[O:16])[CH3:11]. Product: [CH2:10]([O:12][C:13]([C:14]1[C:15](=[O:16])[N:7]2[N:8]=[C:4]([CH:1]([CH3:3])[CH3:2])[CH:5]=[C:6]2[NH:9][CH:20]=1)=[O:24])[CH3:11]. The catalyst class is: 15. (4) Product: [CH3:3][N:2]([CH2:4][C:5]1[CH:10]=[CH:9][C:8]([CH:11]2[NH:12][C:13]3[C:18]4[C:19](=[N:35][NH:36][C:28](=[O:30])[C:17]=4[CH:16]=[C:15]([F:33])[CH:14]=3)[CH:20]2[C:21]2[N:25]([CH3:26])[N:24]=[CH:23][N:22]=2)=[CH:7][CH:6]=1)[CH3:1]. Reactant: [CH3:1][N:2]([CH2:4][C:5]1[CH:10]=[CH:9][C:8]([CH:11]2[CH:20]([C:21]3[N:25]([CH3:26])[N:24]=[CH:23][N:22]=3)[C:19](=O)[C:18]3[C:17]([C:28]([O:30]CC)=O)=[CH:16][C:15]([F:33])=[CH:14][C:13]=3[NH:12]2)=[CH:7][CH:6]=1)[CH3:3].O.[NH2:35][NH2:36]. The catalyst class is: 5.